From a dataset of hERG Central: cardiac toxicity at 1µM, 10µM, and general inhibition. Predict hERG channel inhibition at various concentrations. (1) The molecule is Cc1ccc(NC(=O)Cn2c(CCC(=O)O)ccc2-c2cccs2)cc1Cl. Results: hERG_inhib (hERG inhibition (general)): blocker. (2) The drug is CN(CC(=O)Nc1ccc(Cl)c(Cl)c1)C(=O)CC1OC(=O)c2ccccc21. Results: hERG_inhib (hERG inhibition (general)): blocker.